Task: Predict the reaction yield, written as a fraction of the theoretical maximum amount of product (1.0 means a 100% yield; for example, 0.34 means a 34% yield).. Dataset: Reaction yield outcomes from USPTO patents with 853,638 reactions (1) The reactants are [Cl:1][C:2]1[C:3]([NH:15][C:16]([C:18]2[N:19]([CH3:27])[N:20]=[C:21]3[C:26]=2[CH:25]=[CH:24][CH:23]=[CH:22]3)=[O:17])=[CH:4][C:5]([F:14])=[C:6]([CH2:8][C:9]([O:11]CC)=[O:10])[CH:7]=1.C1COCC1.[OH-].[Na+]. The catalyst is Cl. The product is [Cl:1][C:2]1[C:3]([NH:15][C:16]([C:18]2[N:19]([CH3:27])[N:20]=[C:21]3[C:26]=2[CH:25]=[CH:24][CH:23]=[CH:22]3)=[O:17])=[CH:4][C:5]([F:14])=[C:6]([CH2:8][C:9]([OH:11])=[O:10])[CH:7]=1. The yield is 0.950. (2) The reactants are [Cl:1][C:2]1[CH:17]=[CH:16][C:5]([O:6][C:7]2[CH:12]=[CH:11][C:10]([CH2:13][CH2:14][NH2:15])=[CH:9][CH:8]=2)=[CH:4][C:3]=1[C:18]([F:21])([F:20])[F:19].CS[C:24]1[NH:25][CH:26]=[C:27]([CH2:31][C:32]2[CH:37]=[CH:36][N:35]=[N:34][CH:33]=2)[C:28](=[O:30])[N:29]=1. The catalyst is C(O)C. The product is [Cl:1][C:2]1[CH:17]=[CH:16][C:5]([O:6][C:7]2[CH:12]=[CH:11][C:10]([CH2:13][CH2:14][NH:15][C:24]3[NH:25][CH:26]=[C:27]([CH2:31][C:32]4[CH:37]=[CH:36][N:35]=[N:34][CH:33]=4)[C:28](=[O:30])[N:29]=3)=[CH:9][CH:8]=2)=[CH:4][C:3]=1[C:18]([F:19])([F:20])[F:21]. The yield is 0.430.